From a dataset of Reaction yield outcomes from USPTO patents with 853,638 reactions. Predict the reaction yield, written as a fraction of the theoretical maximum amount of product (1.0 means a 100% yield; for example, 0.34 means a 34% yield). (1) The reactants are [F:1][CH:2]([F:24])[C@H:3]1[O:11][C@H:10]2[C@H:6]([N:7]=[C:8]([N:12]([CH2:20][CH3:21])[C:13](=[O:19])[O:14][C:15]([CH3:18])([CH3:17])[CH3:16])[S:9]2)[C@@H:5]([OH:22])[C@@H:4]1[OH:23].N1C=CN=C1.[CH3:30][C:31]([Si:34](Cl)([CH3:36])[CH3:35])([CH3:33])[CH3:32]. The catalyst is CN(C=O)C. The product is [C:15]([O:14][C:13](=[O:19])[N:12]([C:8]1[S:9][C@H:10]2[O:11][C@H:3]([CH:2]([F:1])[F:24])[C@@H:4]([OH:23])[C@H:5]([O:22][Si:34]([C:31]([CH3:33])([CH3:32])[CH3:30])([CH3:36])[CH3:35])[C@H:6]2[N:7]=1)[CH2:20][CH3:21])([CH3:16])([CH3:17])[CH3:18]. The yield is 0.640. (2) The reactants are C([O:4][C:5]1[CH:6]=[C:7]2[C:12](=[CH:13][C:14]=1[O:15][CH3:16])[N:11]=[CH:10][N:9]=[C:8]2[Cl:17])(=O)C. The catalyst is N. The product is [Cl:17][C:8]1[C:7]2[C:12](=[CH:13][C:14]([O:15][CH3:16])=[C:5]([OH:4])[CH:6]=2)[N:11]=[CH:10][N:9]=1. The yield is 0.678. (3) The product is [OH:36][NH:35][C:33]([N:15]1[CH2:14][CH2:13][CH:12]([N:11]([CH2:10][C:9]2[C:4]3[N:3]=[CH:2][NH:1][C:5]=3[CH:6]=[CH:7][CH:8]=2)[CH2:18][C:19]2[C:24]([CH3:25])=[CH:23][CH:22]=[CH:21][N:20]=2)[CH2:17][CH2:16]1)=[O:26]. The yield is 0.550. The reactants are [NH:1]1[C:5]2[CH:6]=[CH:7][CH:8]=[C:9]([CH2:10][N:11]([CH2:18][C:19]3[C:24]([CH3:25])=[CH:23][CH:22]=[CH:21][N:20]=3)[CH:12]3[CH2:17][CH2:16][NH:15][CH2:14][CH2:13]3)[C:4]=2[N:3]=[CH:2]1.[O:26]([C:33]([NH:35][OH:36])=O)C1C=CC=CC=1. The catalyst is C1COCC1. (4) The reactants are [Cl:1][C:2]1[CH:3]=[C:4]2[C:8](=[CH:9][CH:10]=1)[NH:7][CH:6]=[C:5]2[CH2:11][CH2:12][NH:13][C:14](=[O:23])[C:15]1[CH:20]=[CH:19][C:18]([CH2:21]Cl)=[CH:17][CH:16]=1.[C:24]([C:26]1[CH:31]=[CH:30][CH:29]=[CH:28][C:27]=1B(O)O)#[N:25].C(=O)([O-])[O-].[Na+].[Na+].[I-].[Na+]. The catalyst is C(COC)OC.O.C1C=CC([P]([Pd]([P](C2C=CC=CC=2)(C2C=CC=CC=2)C2C=CC=CC=2)([P](C2C=CC=CC=2)(C2C=CC=CC=2)C2C=CC=CC=2)[P](C2C=CC=CC=2)(C2C=CC=CC=2)C2C=CC=CC=2)(C2C=CC=CC=2)C2C=CC=CC=2)=CC=1. The product is [Cl:1][C:2]1[CH:3]=[C:4]2[C:8](=[CH:9][CH:10]=1)[NH:7][CH:6]=[C:5]2[CH2:11][CH2:12][NH:13][C:14](=[O:23])[C:15]1[CH:20]=[CH:19][C:18]([CH2:21][C:27]2[CH:28]=[CH:29][CH:30]=[CH:31][C:26]=2[C:24]#[N:25])=[CH:17][CH:16]=1. The yield is 0.560. (5) The reactants are Cl[CH2:2][C:3]1[N:12]([C:13]2[CH:18]=[CH:17][CH:16]=[CH:15][C:14]=2[Cl:19])[C:11](=[O:20])[C:10]2[C:5](=[CH:6][CH:7]=[CH:8][C:9]=2[CH3:21])[N:4]=1.[N:22]1[C:30]([NH2:31])=[C:29]2[C:25]([N:26]=[CH:27][NH:28]2)=[N:24][CH:23]=1.C([O-])([O-])=O.[K+].[K+]. The product is [NH2:31][C:30]1[N:22]=[CH:23][N:24]=[C:25]2[C:29]=1[N:28]=[CH:27][N:26]2[CH2:2][C:3]1[N:12]([C:13]2[CH:18]=[CH:17][CH:16]=[CH:15][C:14]=2[Cl:19])[C:11](=[O:20])[C:10]2[C:5](=[CH:6][CH:7]=[CH:8][C:9]=2[CH3:21])[N:4]=1. The catalyst is CN(C=O)C. The yield is 0.280.